This data is from NCI-60 drug combinations with 297,098 pairs across 59 cell lines. The task is: Regression. Given two drug SMILES strings and cell line genomic features, predict the synergy score measuring deviation from expected non-interaction effect. (1) Drug 1: C1CCC(CC1)NC(=O)N(CCCl)N=O. Drug 2: C(CC(=O)O)C(=O)CN.Cl. Cell line: U251. Synergy scores: CSS=33.0, Synergy_ZIP=-9.27, Synergy_Bliss=0.897, Synergy_Loewe=-5.94, Synergy_HSA=1.54. (2) Drug 1: CC12CCC3C(C1CCC2=O)CC(=C)C4=CC(=O)C=CC34C. Drug 2: CCC1(CC2CC(C3=C(CCN(C2)C1)C4=CC=CC=C4N3)(C5=C(C=C6C(=C5)C78CCN9C7C(C=CC9)(C(C(C8N6C=O)(C(=O)OC)O)OC(=O)C)CC)OC)C(=O)OC)O.OS(=O)(=O)O. Cell line: SN12C. Synergy scores: CSS=27.3, Synergy_ZIP=-0.234, Synergy_Bliss=-0.945, Synergy_Loewe=0.0325, Synergy_HSA=0.353. (3) Drug 1: CN1C(=O)N2C=NC(=C2N=N1)C(=O)N. Drug 2: CCN(CC)CCNC(=O)C1=C(NC(=C1C)C=C2C3=C(C=CC(=C3)F)NC2=O)C. Cell line: MDA-MB-231. Synergy scores: CSS=-1.04, Synergy_ZIP=-3.15, Synergy_Bliss=-9.14, Synergy_Loewe=-10.3, Synergy_HSA=-11.1.